Dataset: Full USPTO retrosynthesis dataset with 1.9M reactions from patents (1976-2016). Task: Predict the reactants needed to synthesize the given product. (1) Given the product [CH2:11]([O:7][C:6](=[O:8])[C@@H:4]([C@H:2]([C:1]([O:10][CH2:30][C:24]1[CH:29]=[CH:28][CH:27]=[CH:26][CH:25]=1)=[O:9])[OH:3])[OH:5])[C:12]1[CH:17]=[CH:16][CH:15]=[CH:14][CH:13]=1, predict the reactants needed to synthesize it. The reactants are: [C:1]([OH:10])(=[O:9])[C@@H:2]([C@H:4]([C:6]([OH:8])=[O:7])[OH:5])[OH:3].[CH2:11](O)[C:12]1[CH:17]=[CH:16][CH:15]=[CH:14][CH:13]=1.C(OCC)C.[C:24]1([CH3:30])[CH:29]=[CH:28][CH:27]=[CH:26][CH:25]=1. (2) Given the product [CH3:9][O:10][C:3]1[C:4]([NH2:8])=[N:5][CH:6]=[CH:7][C:2]=1[CH3:1], predict the reactants needed to synthesize it. The reactants are: [CH3:1][C:2]1[CH:7]=[CH:6][N:5]=[C:4]2[N:8]=[C:9](C3C=CC=CC=3)[O:10][C:3]=12.